From a dataset of Human Reference Interactome with 51,813 positive PPI pairs across 8,248 proteins, plus equal number of experimentally-validated negative pairs. Binary Classification. Given two protein amino acid sequences, predict whether they physically interact or not. Protein 1 (ENSG00000061455) has sequence MLKPGDPGGSAFLKVDPAYLQHWQQLFPHGGAGPLKGSGAAGLLSAPQPLQPPPPPPPPERAEPPPDSLRPRPASLSSASSTPASSSTSASSASSCAAAAAAAALAGLSALPVSQLPVFAPLAAAAVAAEPLPPKELCLGATSGPGPVKCGGGGGGGGEGRGAPRFRCSAEELDYYLYGQQRMEIIPLNQHTSDPNNRCDMCADNRNGECPMHGPLHSLRRLVGTSSAAAAAPPPELPEWLRDLPREVCLCTSTVPGLAYGICAAQRIQQGTWIGPFQGVLLPPEKVQAGAVRNTQHLWE.... Protein 2 (ENSG00000162650) has sequence MAVRERAAAAMAALERRVPSLDDFAGQSWSSWVERADLPAADGAELEESSKNTKKLDAMTLIKEDMSIFGHCPAHDDFYLVVCNHCSQVVKPQAFQKHCERRHGPLSKLYGRAPPPPPAPASSQKCHVVNGQGPACRAPGSTKTSSREKGQGSRSRGHQPPEKTQKDNLCQPGGLTKDSPGKPPMAPPSKEPPGRENIEIIPSEGSSHWAEGSPPEKEPSGTRLPPKTHRKMARKECDLNRQCGVINPETKKICTRLLTCKIHSVHQRREVQGRAKDFDVLVAELKANSRKGESPKEKSP.... Result: 1 (the proteins interact).